Dataset: Full USPTO retrosynthesis dataset with 1.9M reactions from patents (1976-2016). Task: Predict the reactants needed to synthesize the given product. (1) Given the product [F:3][C:4]([F:8])([F:7])[CH2:5][O:6][CH2:10][C:11]([O:13][C:14]([CH3:17])([CH3:16])[CH3:15])=[O:12], predict the reactants needed to synthesize it. The reactants are: [H-].[Na+].[F:3][C:4]([F:8])([F:7])[CH2:5][OH:6].Br[CH2:10][C:11]([O:13][C:14]([CH3:17])([CH3:16])[CH3:15])=[O:12]. (2) Given the product [CH3:1][O:2][C:3]1[CH:4]=[C:5]2[C:10](=[CH:11][CH:12]=1)[C:9]([O:13][C:14]1[CH:15]=[CH:16][C:17](/[CH:20]=[CH:21]/[C:22]([OH:24])=[O:23])=[CH:18][CH:19]=1)=[C:8]([C:27]1[CH:32]=[CH:31][CH:30]=[CH:29][CH:28]=1)[C:7]([CH2:33][CH2:34][CH2:35][CH2:36][CH3:37])=[CH:6]2, predict the reactants needed to synthesize it. The reactants are: [CH3:1][O:2][C:3]1[CH:4]=[C:5]2[C:10](=[CH:11][CH:12]=1)[C:9]([O:13][C:14]1[CH:19]=[CH:18][C:17](/[CH:20]=[CH:21]/[C:22]([O:24]CC)=[O:23])=[CH:16][CH:15]=1)=[C:8]([C:27]1[CH:32]=[CH:31][CH:30]=[CH:29][CH:28]=1)[C:7]([CH2:33][CH2:34][CH2:35][CH2:36][CH3:37])=[CH:6]2.[OH-].[Na+]. (3) Given the product [CH2:1]([N:5]([C:6]1[S:10][C:9]([C:11]2[CH:12]=[CH:13][C:14]([C:15]([NH:43][CH2:44][CH2:45][C:46]([OH:48])=[O:47])=[O:16])=[CH:18][CH:19]=2)=[N:8][N:7]=1)[C:20](=[O:28])[C:21]1[CH:26]=[CH:25][CH:24]=[CH:23][C:22]=1[Cl:27])[CH2:2][CH2:3][CH3:4], predict the reactants needed to synthesize it. The reactants are: [CH2:1]([N:5]([C:20](=[O:28])[C:21]1[CH:26]=[CH:25][CH:24]=[CH:23][C:22]=1[Cl:27])[C:6]1[S:10][C:9]([C:11]2[CH:19]=[CH:18][C:14]([C:15](O)=[O:16])=[CH:13][CH:12]=2)=[N:8][N:7]=1)[CH2:2][CH2:3][CH3:4].C(Cl)CCl.C1C=CC2N(O)N=NC=2C=1.[NH2:43][CH2:44][CH2:45][C:46]([O:48]CC)=[O:47]. (4) Given the product [CH2:36]([NH:43][C:15]([CH:13]1[C:14]2[CH:1]=[CH:2][CH:3]=[CH:4][C:5]=2[O:6][C:7]2[C:12]1=[CH:11][CH:10]=[CH:9][CH:8]=2)=[O:17])[C:37]1[CH:42]=[CH:41][CH:40]=[CH:39][CH:38]=1, predict the reactants needed to synthesize it. The reactants are: [CH:1]1[C:14]2[CH:13]([C:15]([OH:17])=O)[C:12]3[C:7](=[CH:8][CH:9]=[CH:10][CH:11]=3)[O:6][C:5]=2[CH:4]=[CH:3][CH:2]=1.C(OC1C=CC2C(=CC=CC=2)N1C(OCC)=O)C.[CH2:36]([NH2:43])[C:37]1[CH:42]=[CH:41][CH:40]=[CH:39][CH:38]=1.C(OCC)(=O)C. (5) Given the product [O:38]=[S:30]1(=[O:39])[C:31]2[CH:37]=[CH:36][CH:35]=[CH:34][C:32]=2[CH2:33][N:27]([C:18]2[CH:17]=[C:24]([N:51]3[CH2:50][C@@H:49]([NH:53][C:54]([O:55][C:56]([CH3:57])([CH3:59])[CH3:58])=[O:60])[C@H:48]([OH:47])[CH2:52]3)[C:25]3[C:20](=[CH:9][CH:14]=[N:15][CH:16]=3)[N:19]=2)[CH2:28][CH2:29]1, predict the reactants needed to synthesize it. The reactants are: C(N(CC1C=CC=CC=1)[C:9]1([CH2:14][NH:15][C:16]2[C:25]3[C:20](=CC=C(C)[CH:24]=3)[N:19]=[C:18]([N:27]3[CH2:33][C:32]4[CH:34]=[CH:35][CH:36]=[CH:37][C:31]=4[S:30](=[O:39])(=[O:38])[CH2:29][CH2:28]3)[CH:17]=2)CCOC1)C1C=CC=CC=1.[OH:47][C@@H:48]1[CH2:52][NH:51][CH2:50][C@H:49]1[NH:53][C:54](=[O:60])[O:55][C:56]([CH3:59])([CH3:58])[CH3:57].C1(P(C2CCCCC2)C2C=CC=CC=2C2C=CC=CC=2N(C)C)CCCCC1.CC(C)([O-])C.[Na+]. (6) Given the product [C:12]([C:10]1[C:9]([OH:16])=[C:4]([C:5]([OH:7])=[O:6])[C:3]([CH3:18])=[C:2]([C:26]2[CH:25]=[CH:24][CH:23]=[C:22]([CH:19]([CH3:21])[CH3:20])[CH:27]=2)[CH:11]=1)([CH3:15])([CH3:14])[CH3:13], predict the reactants needed to synthesize it. The reactants are: Br[C:2]1[C:3]([CH3:18])=[C:4]([C:9]([O:16]C)=[C:10]([C:12]([CH3:15])([CH3:14])[CH3:13])[CH:11]=1)[C:5]([O:7]C)=[O:6].[CH:19]([C:22]1[CH:23]=[C:24](B(O)O)[CH:25]=[CH:26][CH:27]=1)([CH3:21])[CH3:20]. (7) Given the product [C:13]([O:12][C:10]([N:17]1[CH2:22][CH2:21][N:20]([C:2]2[CH:7]=[CH:6][C:5]([F:8])=[CH:4][C:3]=2[Cl:9])[CH2:19][CH2:18]1)=[O:11])([CH3:16])([CH3:14])[CH3:15], predict the reactants needed to synthesize it. The reactants are: Br[C:2]1[CH:7]=[CH:6][C:5]([F:8])=[CH:4][C:3]=1[Cl:9].[C:10]([N:17]1[CH2:22][CH2:21][NH:20][CH2:19][CH2:18]1)([O:12][C:13]([CH3:16])([CH3:15])[CH3:14])=[O:11]. (8) Given the product [F:33][C:2]1([F:1])[CH2:7][CH2:6][CH:5]([NH:8][C:9]2[C:14]3[C:15]([C:27]4[CH:32]=[CH:31][N:30]=[CH:29][N:28]=4)=[N:16][NH:17][C:13]=3[CH:12]=[CH:11][N:10]=2)[CH2:4][CH2:3]1, predict the reactants needed to synthesize it. The reactants are: [F:1][C:2]1([F:33])[CH2:7][CH2:6][CH:5]([NH:8][C:9]2[C:14]3[C:15]([C:27]4[CH:32]=[CH:31][N:30]=[CH:29][N:28]=4)=[N:16][N:17](CC4C=CC(OC)=CC=4)[C:13]=3[CH:12]=[CH:11][N:10]=2)[CH2:4][CH2:3]1.ClC1N=CN=C(C2C3C(NC4CCC(F)(F)CC4)=NC=CC=3N(CC3C=CC(OC)=CC=3)N=2)C=1.